From a dataset of Full USPTO retrosynthesis dataset with 1.9M reactions from patents (1976-2016). Predict the reactants needed to synthesize the given product. (1) Given the product [F:59][C:2]([F:1])([F:58])[C:3]([C:12]1[CH:17]=[CH:16][C:15]([OH:61])=[C:14]([CH2:55][CH2:56][CH3:57])[CH:13]=1)([O:8][CH2:9][O:10][CH3:11])[C:4]([F:7])([F:5])[F:6], predict the reactants needed to synthesize it. The reactants are: [F:1][C:2]([F:59])([F:58])[C:3]([C:12]1[CH:17]=[CH:16][C:15](C(OC([C:15]2[CH:16]=[CH:17][C:12]([C:3]([O:8][CH2:9][O:10][CH3:11])([C:4]([F:6])([F:5])[F:7])[C:2]([F:58])([F:59])[F:1])=[CH:13][C:14]=2[CH2:55][CH2:56][CH3:57])C2C=CC=CC=2)C2C=CC=CC=2)=[C:14]([CH2:55][CH2:56][CH3:57])[CH:13]=1)([O:8][CH2:9][O:10][CH3:11])[C:4]([F:7])([F:6])[F:5].C[OH:61]. (2) Given the product [Br:3][C:4]1[CH:11]=[C:8]2[C:7](=[CH:6][CH:5]=1)[N:12]=[C:20]([C:21]1[CH:26]=[CH:25][CH:24]=[CH:23][CH:22]=1)[N:10]=[CH:9]2, predict the reactants needed to synthesize it. The reactants are: Cl.Cl.[Br:3][C:4]1[CH:5]=[CH:6][C:7]([NH2:12])=[C:8]([CH:11]=1)[CH2:9][NH2:10].C(N(CC)CC)C.[C:20](Cl)(=O)[C:21]1[CH:26]=[CH:25][CH:24]=[CH:23][CH:22]=1.C1(Cl)C(=O)C(Cl)=C(Cl)C(=O)C=1Cl. (3) Given the product [OH:14][NH:13][C:6](=[NH:7])[C:5]1[CH:8]=[C:9]([CH3:11])[N:10]=[C:3]([CH2:2][OH:1])[CH:4]=1, predict the reactants needed to synthesize it. The reactants are: [OH:1][CH2:2][C:3]1[CH:4]=[C:5]([CH:8]=[C:9]([CH3:11])[N:10]=1)[C:6]#[N:7].Cl.[NH2:13][OH:14]. (4) Given the product [C:1]([C:5]1[CH:10]=[CH:9][C:8]([C:11]#[C:12][C:13]2[CH:20]=[CH:19][C:16]([CH2:17][N:21]([CH2:33][CH2:34][CH2:35][CH2:36][CH2:37][CH3:38])[C:22]3[CH:23]=[CH:24][C:25]([F:32])=[C:26]([CH:31]=3)[C:27]([O:29][CH3:30])=[O:28])=[CH:15][CH:14]=2)=[CH:7][CH:6]=1)([CH3:4])([CH3:3])[CH3:2], predict the reactants needed to synthesize it. The reactants are: [C:1]([C:5]1[CH:10]=[CH:9][C:8]([C:11]#[C:12][C:13]2[CH:20]=[CH:19][C:16]([CH:17]=O)=[CH:15][CH:14]=2)=[CH:7][CH:6]=1)([CH3:4])([CH3:3])[CH3:2].[NH2:21][C:22]1[CH:23]=[CH:24][C:25]([F:32])=[C:26]([CH:31]=1)[C:27]([O:29][CH3:30])=[O:28].[CH:33](=O)[CH2:34][CH2:35][CH2:36][CH2:37][CH3:38]. (5) Given the product [Cl:36][C:33]1[CH:32]=[C:31]([C:37]([C:38]([F:41])([F:40])[F:39])=[CH2:2])[C:30]([F:43])=[C:29]([Cl:28])[C:34]=1[F:35], predict the reactants needed to synthesize it. The reactants are: [I-].[CH3:2][P+](C1C=CC=CC=1)(C1C=CC=CC=1)C1C=CC=CC=1.CC(C)([O-])C.[K+].[Cl:28][C:29]1[C:30]([F:43])=[C:31]([C:37](=O)[C:38]([F:41])([F:40])[F:39])[CH:32]=[C:33]([Cl:36])[C:34]=1[F:35]. (6) Given the product [NH2:25][C@@H:26]([C@H:27]([OH:28])[CH3:29])[C:30]([NH:15][C:14]1[CH:13]=[CH:12][C:11]([CH2:1][CH2:2][CH2:3][CH2:4][CH2:5][CH2:6][CH2:7][CH2:8][CH2:9][CH3:10])=[CH:17][CH:16]=1)=[O:31], predict the reactants needed to synthesize it. The reactants are: [CH2:1]([C:11]1[CH:17]=[CH:16][C:14]([NH2:15])=[CH:13][CH:12]=1)[CH2:2][CH2:3][CH2:4][CH2:5][CH2:6][CH2:7][CH2:8][CH2:9][CH3:10].C(OC([NH:25][C@H:26]([C:30](O)=[O:31])[C@@H:27]([CH3:29])[OH:28])=O)(C)(C)C.